From a dataset of Reaction yield outcomes from USPTO patents with 853,638 reactions. Predict the reaction yield, written as a fraction of the theoretical maximum amount of product (1.0 means a 100% yield; for example, 0.34 means a 34% yield). (1) The reactants are [NH2:1][CH:2]1[CH2:7][CH2:6][CH2:5][N:4]([C:8]2[CH:9]=[N:10][C:11]([O:17][C:18]3[CH:23]=[CH:22][C:21]([O:24][C:25]4[CH:30]=[CH:29][CH:28]=[CH:27][CH:26]=4)=[CH:20][CH:19]=3)=[C:12]([C:14]([NH2:16])=[O:15])[CH:13]=2)[CH2:3]1.C(N(CC)C(C)C)(C)C.[C:40](Cl)(=[O:44])/[CH:41]=[CH:42]/[CH3:43]. The catalyst is C(Cl)Cl. The product is [C:40]([NH:1][CH:2]1[CH2:7][CH2:6][CH2:5][N:4]([C:8]2[CH:9]=[N:10][C:11]([O:17][C:18]3[CH:23]=[CH:22][C:21]([O:24][C:25]4[CH:30]=[CH:29][CH:28]=[CH:27][CH:26]=4)=[CH:20][CH:19]=3)=[C:12]([C:14]([NH2:16])=[O:15])[CH:13]=2)[CH2:3]1)(=[O:44])/[CH:41]=[CH:42]/[CH3:43]. The yield is 0.202. (2) The reactants are C([O:8][N:9]1[C:15](=[O:16])[N:14]2[CH2:17][C@@H:10]1[CH2:11][CH2:12][C@@H:13]2[C:18]([NH:20][NH:21][C:22](=[O:27])[CH2:23][N:24]([CH3:26])[CH3:25])=[O:19])C1C=CC=CC=1.[H][H]. The catalyst is CO.[Pd]. The product is [CH3:26][N:24]([CH2:23][C:22]([NH:21][NH:20][C:18]([C@H:13]1[CH2:12][CH2:11][C@H:10]2[CH2:17][N:14]1[C:15](=[O:16])[N:9]2[OH:8])=[O:19])=[O:27])[CH3:25]. The yield is 0.880.